This data is from Reaction yield outcomes from USPTO patents with 853,638 reactions. The task is: Predict the reaction yield, written as a fraction of the theoretical maximum amount of product (1.0 means a 100% yield; for example, 0.34 means a 34% yield). (1) The reactants are [F:1][C:2]1[CH:3]=[C:4]2[C:8](=[CH:9][CH:10]=1)[NH:7][C:6](=[O:11])[CH2:5]2.[CH2:12]([N:14]([CH2:29][CH3:30])[CH2:15][CH2:16][NH:17][C:18]([C:20]1[C:24]([CH3:25])=[C:23]([CH:26]=O)[NH:22][C:21]=1[CH3:28])=[O:19])[CH3:13]. No catalyst specified. The product is [CH2:29]([N:14]([CH2:12][CH3:13])[CH2:15][CH2:16][NH:17][C:18]([C:20]1[C:24]([CH3:25])=[C:23]([CH:26]=[C:5]2[C:4]3[C:8](=[CH:9][CH:10]=[C:2]([F:1])[CH:3]=3)[NH:7][C:6]2=[O:11])[NH:22][C:21]=1[CH3:28])=[O:19])[CH3:30]. The yield is 0.550. (2) The catalyst is C(Cl)Cl.CS(C)=O. The yield is 0.900. The reactants are C(Cl)(=O)C(Cl)=O.[N+:7]([C:10]1[CH:15]=[CH:14][C:13]([N:16]2[CH2:21][CH2:20][CH:19]([OH:22])[CH2:18][CH2:17]2)=[CH:12][C:11]=1[O:23][CH2:24][C:25]([F:28])([F:27])[F:26])([O-:9])=[O:8].O. The product is [N+:7]([C:10]1[CH:15]=[CH:14][C:13]([N:16]2[CH2:21][CH2:20][C:19](=[O:22])[CH2:18][CH2:17]2)=[CH:12][C:11]=1[O:23][CH2:24][C:25]([F:28])([F:26])[F:27])([O-:9])=[O:8].